The task is: Predict the product of the given reaction.. This data is from Forward reaction prediction with 1.9M reactions from USPTO patents (1976-2016). (1) The product is: [N+:1]([C:4]1[CH:5]=[CH:6][C:7]([O:10][C:11]([N:13]2[C:18](=[O:19])[CH2:17][O:16][CH2:15][CH:14]2[C:21]2[CH:26]=[CH:25][C:24]([F:27])=[C:23]([F:28])[CH:22]=2)=[O:12])=[CH:8][CH:9]=1)([O-:3])=[O:2]. Given the reactants [N+:1]([C:4]1[CH:9]=[CH:8][C:7]([O:10][C:11]([N:13]2[C:18](=[O:19])[CH2:17][O:16][CH:15](C)[CH:14]2[C:21]2[CH:26]=[CH:25][C:24]([F:27])=[C:23]([F:28])[CH:22]=2)=[O:12])=[CH:6][CH:5]=1)([O-:3])=[O:2].CO, predict the reaction product. (2) Given the reactants C[O:2][C:3](=O)[CH2:4][N:5]1[CH2:10][CH2:9][N:8]([C:11]([O:13][C:14]([CH3:17])([CH3:16])[CH3:15])=[O:12])[CH2:7][C@H:6]1[CH3:18].[H-].[Li+].[Al+3].[H-].[H-].[H-], predict the reaction product. The product is: [OH:2][CH2:3][CH2:4][N:5]1[CH2:10][CH2:9][N:8]([C:11]([O:13][C:14]([CH3:17])([CH3:16])[CH3:15])=[O:12])[CH2:7][C@H:6]1[CH3:18]. (3) Given the reactants [Cl:1][C:2]1[CH:7]=[CH:6][C:5]([CH2:8][CH2:9][S:10]([NH:13][C:14]2[CH:19]=[CH:18][C:17]([O:20]C)=[CH:16][C:15]=2[S:22]([NH2:25])(=[O:24])=[O:23])(=[O:12])=[O:11])=[CH:4][CH:3]=1.B(Br)(Br)Br, predict the reaction product. The product is: [Cl:1][C:2]1[CH:7]=[CH:6][C:5]([CH2:8][CH2:9][S:10]([NH:13][C:14]2[CH:19]=[CH:18][C:17]([OH:20])=[CH:16][C:15]=2[S:22]([NH2:25])(=[O:24])=[O:23])(=[O:11])=[O:12])=[CH:4][CH:3]=1. (4) Given the reactants Cl[C:2]1[N:3]=[C:4]2[N:12]([CH2:13][C:14]([C:16]3[N:17]([CH3:21])[N:18]=[CH:19][CH:20]=3)=[O:15])[C@H:11]([C:22]([F:25])([F:24])[F:23])[CH2:10][CH2:9][N:5]2[C:6](=[O:8])[CH:7]=1.Cl.[C@H:27]12[CH2:33][C@H:30]([NH:31][CH2:32]1)[CH2:29][O:28]2, predict the reaction product. The product is: [CH3:21][N:17]1[C:16]([C:14](=[O:15])[CH2:13][N:12]2[C:4]3=[N:3][C:2]([N:31]4[CH2:32][C@@H:27]5[CH2:33][C@H:30]4[CH2:29][O:28]5)=[CH:7][C:6](=[O:8])[N:5]3[CH2:9][CH2:10][C@H:11]2[C:22]([F:25])([F:24])[F:23])=[CH:20][CH:19]=[N:18]1. (5) Given the reactants [CH3:1][O:2][C:3]1[CH:4]=[C:5]([C:9](=[O:11])[CH3:10])[CH:6]=[CH:7][CH:8]=1.ClC1C=C(C2O[N:23]=[C:22]([C:25]([OH:27])=[O:26])C=2)C=CC=1F, predict the reaction product. The product is: [CH3:1][O:2][C:3]1[CH:4]=[C:5]([C:9]2[O:11][N:23]=[C:22]([C:25]([OH:27])=[O:26])[CH:10]=2)[CH:6]=[CH:7][CH:8]=1. (6) Given the reactants Br[C:2]1[S:6][C:5]([CH2:7][N:8]([CH3:16])[C:9](=[O:15])[O:10][C:11]([CH3:14])([CH3:13])[CH3:12])=[N:4][C:3]=1[C:17]1[C:18]([F:23])=[N:19][CH:20]=[CH:21][CH:22]=1.[CH3:24][O:25][C:26]1[CH:27]=[C:28]([SH:32])[CH:29]=[CH:30][CH:31]=1.C(N(C(C)C)C(C)C)C.C(=O)([O-])O.[Na+], predict the reaction product. The product is: [F:23][C:18]1[C:17]([C:3]2[N:4]=[C:5]([CH2:7][N:8]([CH3:16])[C:9](=[O:15])[O:10][C:11]([CH3:14])([CH3:13])[CH3:12])[S:6][C:2]=2[S:32][C:28]2[CH:29]=[CH:30][CH:31]=[C:26]([O:25][CH3:24])[CH:27]=2)=[CH:22][CH:21]=[CH:20][N:19]=1. (7) The product is: [C:11]1([C@@H:9]([NH:8][C:6]2[N:7]=[C:2]([C:23]3[CH:24]=[C:19]([CH:20]=[CH:21][CH:22]=3)[CH:17]=[O:18])[CH:3]=[N:4][CH:5]=2)[CH3:10])[CH:16]=[CH:15][CH:14]=[CH:13][CH:12]=1. Given the reactants Cl[C:2]1[N:7]=[C:6]([NH:8][C@H:9]([C:11]2[CH:16]=[CH:15][CH:14]=[CH:13][CH:12]=2)[CH3:10])[CH:5]=[N:4][CH:3]=1.[CH:17]([C:19]1[CH:20]=[C:21](B(O)O)[CH:22]=[CH:23][CH:24]=1)=[O:18].C(=O)([O-])[O-].[Cs+].[Cs+].O, predict the reaction product.